Predict the reactants needed to synthesize the given product. From a dataset of Full USPTO retrosynthesis dataset with 1.9M reactions from patents (1976-2016). (1) Given the product [C:1]([C:5]1[CH:6]=[CH:7][C:8]([CH2:11][N:12]2[C:16](=[O:17])[N:15]([CH2:18][CH3:19])[C:14]([CH2:20][CH2:21][CH2:22][C:23]3[CH:28]=[CH:27][C:26]([C:29]4[CH:34]=[CH:33][C:32]([O:35][CH3:36])=[C:31]([N:37]([S:38]([C:41]5[CH:46]=[CH:45][CH:44]=[CH:43][CH:42]=5)(=[O:40])=[O:39])[CH3:47])[N:30]=4)=[CH:25][CH:24]=3)=[N:13]2)=[CH:9][CH:10]=1)([CH3:2])([CH3:3])[CH3:4], predict the reactants needed to synthesize it. The reactants are: [C:1]([C:5]1[CH:10]=[CH:9][C:8]([CH2:11][N:12]2[C:16](=[O:17])[N:15]([CH2:18][CH3:19])[C:14]([CH2:20][CH2:21][CH2:22][C:23]3[CH:28]=[CH:27][C:26]([C:29]4[CH:34]=[CH:33][C:32]([O:35][CH3:36])=[C:31]([NH:37][S:38]([C:41]5[CH:46]=[CH:45][CH:44]=[CH:43][CH:42]=5)(=[O:40])=[O:39])[N:30]=4)=[CH:25][CH:24]=3)=[N:13]2)=[CH:7][CH:6]=1)([CH3:4])([CH3:3])[CH3:2].[C:47](=O)([O-])[O-].[K+].[K+].IC. (2) Given the product [C:2]1([C:3]([OH:5])=[O:4])([C:1]([OH:9])=[O:8])[CH2:18][CH:17]=[CH:16][CH2:15]1, predict the reactants needed to synthesize it. The reactants are: [C:1]([O:9]CC)(=[O:8])[CH2:2][C:3]([O:5]CC)=[O:4].[H-].[Na+].Cl[CH2:15]/[CH:16]=[CH:17]\[CH2:18]Cl. (3) Given the product [Br:1][C:2]1[CH:3]=[CH:4][C:5]([CH2:8][N:9]2[CH2:14][CH2:13][N:12]([CH:15]3[CH2:18][CH2:17][CH2:16]3)[CH2:11][CH2:10]2)=[N:6][CH:7]=1, predict the reactants needed to synthesize it. The reactants are: [Br:1][C:2]1[CH:3]=[CH:4][C:5]([CH2:8][N:9]2[CH2:14][CH2:13][NH:12][CH2:11][CH2:10]2)=[N:6][CH:7]=1.[C:15]1(=O)[CH2:18][CH2:17][CH2:16]1.C(O)(=O)C.[BH3-]C#N.[Na+].[OH-].[Na+]. (4) Given the product [Br:16][C:17]1[C:18]([O:15][CH2:14][C@H:12]2[CH2:13][C@@H:11]2[C:8]2[CH:7]=[CH:6][C:5]([O:4][CH3:3])=[CH:10][N:9]=2)=[N:19][C:20]([CH3:25])=[N:21][CH:22]=1, predict the reactants needed to synthesize it. The reactants are: [H-].[Na+].[CH3:3][O:4][C:5]1[CH:6]=[CH:7][C:8]([C@H:11]2[CH2:13][C@@H:12]2[CH2:14][OH:15])=[N:9][CH:10]=1.[Br:16][C:17]1[C:18](Cl)=[N:19][C:20](Cl)=[N:21][CH:22]=1.[CH2:25]1COCC1. (5) Given the product [Cl:29][C:22]1[CH:21]=[N:20][C:19]2[C:24](=[CH:25][C:16]([C:9]3[C:8]([C:6]4[CH:5]=[CH:4][CH:3]=[C:2]([CH3:1])[N:7]=4)=[N:12][N:11]4[CH2:13][CH2:14][CH2:15][C:10]=34)=[CH:17][CH:18]=2)[N:23]=1, predict the reactants needed to synthesize it. The reactants are: [CH3:1][C:2]1[N:7]=[C:6]([C:8]2[C:9]([C:16]3[CH:25]=[C:24]4[C:19]([N:20]=[CH:21][C:22](=O)[NH:23]4)=[CH:18][CH:17]=3)=[C:10]3[CH2:15][CH2:14][CH2:13][N:11]3[N:12]=2)[CH:5]=[CH:4][CH:3]=1.P(Cl)(Cl)([Cl:29])=O. (6) Given the product [CH3:23][N:5]1[C:6]([CH2:7][N:8]2[CH2:12][CH:11]([C:13]3[CH:18]=[C:17]([F:19])[CH:16]=[C:15]([F:20])[C:14]=3[F:21])[CH2:10][C:9]2=[O:22])=[CH:2][CH:3]=[N:4]1, predict the reactants needed to synthesize it. The reactants are: Br[C:2]1[CH:3]=[N:4][N:5]([CH3:23])[C:6]=1[CH2:7][N:8]1[CH2:12][CH:11]([C:13]2[CH:18]=[C:17]([F:19])[CH:16]=[C:15]([F:20])[C:14]=2[F:21])[CH2:10][C:9]1=[O:22]. (7) Given the product [CH3:9][O:8][C:6](=[O:7])[C:5]1[CH:4]=[CH:3][C:2]([NH:1][CH:13]2[CH2:18][CH2:17][N:16]([C@H:19]([CH3:23])[CH2:20][CH2:21][NH2:22])[CH2:15][CH2:14]2)=[CH:11][CH:10]=1, predict the reactants needed to synthesize it. The reactants are: [NH2:1][C:2]1[CH:11]=[CH:10][C:5]([C:6]([O:8][CH3:9])=[O:7])=[CH:4][CH:3]=1.O=[C:13]1[CH2:18][CH2:17][N:16]([C@H:19]([CH3:23])[CH2:20][C:21]#[N:22])[CH2:15][CH2:14]1.